This data is from Full USPTO retrosynthesis dataset with 1.9M reactions from patents (1976-2016). The task is: Predict the reactants needed to synthesize the given product. (1) Given the product [Cl:1][C:2]1[S:6][C:5]([C:7]([N:9]([CH:11]2[CH2:12][CH2:13][CH2:14][CH2:15][CH2:16]2)[CH3:10])=[O:8])=[CH:4][C:3]=1[N:17]1[C:26](=[O:27])[C:25]2[C:20](=[CH:21][CH:22]=[CH:23][C:24]=2[CH2:28][OH:29])[NH:19][C:18]1=[O:30], predict the reactants needed to synthesize it. The reactants are: [Cl:1][C:2]1[S:6][C:5]([C:7]([N:9]([CH:11]2[CH2:16][CH2:15][CH2:14][CH2:13][CH2:12]2)[CH3:10])=[O:8])=[CH:4][C:3]=1[N:17]1[C:26](=[O:27])[C:25]2[C:20](=[CH:21][CH:22]=[CH:23][C:24]=2[CH:28]=[O:29])[NH:19][C:18]1=[O:30].[BH4-].[Na+].O. (2) Given the product [CH3:21][O:1][CH2:2][C:3]1[C:12]2([CH2:15][CH2:14][CH2:13]2)[O:11][C:10]2[C:5](=[C:6]([CH3:19])[C:7]([OH:18])=[C:8]([CH3:17])[C:9]=2[CH3:16])[CH:4]=1, predict the reactants needed to synthesize it. The reactants are: [OH:1][CH2:2][C:3]1[C:12]2([CH2:15][CH2:14][CH2:13]2)[O:11][C:10]2[C:5](=[C:6]([CH3:19])[C:7]([OH:18])=[C:8]([CH3:17])[C:9]=2[CH3:16])[CH:4]=1.Cl.[CH3:21]O. (3) Given the product [C:1]([O:5][C:6](=[O:39])[CH2:7][CH:8]1[CH2:13][CH:12]([CH2:14][CH2:15][C:16]2[N:17]([CH:34]([CH3:35])[CH3:36])[CH:18]=[C:19]([C:28]3[CH:33]=[CH:32][CH:31]=[CH:30][N:29]=3)[C:20]=2[C:21]2[CH:22]=[CH:23][C:24]([F:27])=[CH:25][CH:26]=2)[O:11][C:10]([CH3:37])([CH3:38])[O:9]1)([CH3:4])([CH3:2])[CH3:3], predict the reactants needed to synthesize it. The reactants are: [C:1]([O:5][C:6](=[O:39])[CH2:7][CH:8]1[CH2:13][CH:12]([CH:14]=[CH:15][C:16]2[N:17]([CH:34]([CH3:36])[CH3:35])[CH:18]=[C:19]([C:28]3[CH:33]=[CH:32][CH:31]=[CH:30][N:29]=3)[C:20]=2[C:21]2[CH:26]=[CH:25][C:24]([F:27])=[CH:23][CH:22]=2)[O:11][C:10]([CH3:38])([CH3:37])[O:9]1)([CH3:4])([CH3:3])[CH3:2]. (4) Given the product [C:5]([O:9][C:10](=[O:23])[NH:11][C:12]([C:16]1[CH:21]=[CH:20][CH:19]=[C:18]([Br:22])[CH:17]=1)([CH3:15])[CH:13]([OH:14])[C:1]#[CH:2])([CH3:6])([CH3:7])[CH3:8], predict the reactants needed to synthesize it. The reactants are: [C:1]([Mg]Br)#[CH:2].[C:5]([O:9][C:10](=[O:23])[NH:11][C:12]([C:16]1[CH:21]=[CH:20][CH:19]=[C:18]([Br:22])[CH:17]=1)([CH3:15])[CH:13]=[O:14])([CH3:8])([CH3:7])[CH3:6]. (5) The reactants are: N1C=CC=N1.[CH3:6][O:7][C:8]1[CH:9]=[C:10]([CH:15]=[C:16]([CH3:18])[CH:17]=1)[C:11]([O:13]C)=O.[CH3:19][C:20]1[CH:25]=[CH:24][N:23]=[C:22]([S:26][CH3:27])[N:21]=1.C[Si](C)(C)[N-][Si](C)(C)C.[Li+]. Given the product [CH3:6][O:7][C:8]1[CH:9]=[C:10]([C:11](=[O:13])[CH2:19][C:20]2[CH:25]=[CH:24][N:23]=[C:22]([S:26][CH3:27])[N:21]=2)[CH:15]=[C:16]([CH3:18])[CH:17]=1, predict the reactants needed to synthesize it. (6) The reactants are: [NH2:1][C@H:2]1[CH2:6][CH2:5][N:4]([C:7]2[CH:16]=[CH:15][C:14]3[C:9](=[CH:10][CH:11]=[C:12]([Cl:29])[C:13]=3[NH:17][C:18](=[O:28])[CH2:19][CH2:20][C:21]3[CH:26]=[CH:25][CH:24]=[CH:23][C:22]=3[Cl:27])[N:8]=2)[CH2:3]1.[Si:30]([O:37][CH2:38][CH:39]=O)([C:33]([CH3:36])([CH3:35])[CH3:34])([CH3:32])[CH3:31]. Given the product [Cl:27][C:22]1[CH:23]=[CH:24][CH:25]=[CH:26][C:21]=1[CH2:20][CH2:19][C:18]([NH:17][C:13]1[C:12]([Cl:29])=[CH:11][CH:10]=[C:9]2[C:14]=1[CH:15]=[CH:16][C:7]([N:4]1[CH2:5][CH2:6][C@H:2]([NH:1][CH2:39][CH2:38][O:37][Si:30]([C:33]([CH3:36])([CH3:35])[CH3:34])([CH3:32])[CH3:31])[CH2:3]1)=[N:8]2)=[O:28], predict the reactants needed to synthesize it. (7) Given the product [C:1]([O:5][C:6]([NH:8][C:9]1([CH2:18][C:19]([O:21][CH2:22][CH3:23])=[O:20])[CH2:10][CH:11]2[N:17]([CH2:25][C:26]3[NH:31][C:30]([C:32]4[S:33][CH:34]=[CH:35][N:36]=4)=[N:29][C@@H:28]([C:37]4[CH:42]=[CH:41][C:40]([F:43])=[CH:39][C:38]=4[Cl:44])[C:27]=3[C:45]([O:47][CH3:48])=[O:46])[CH:15]([CH2:14][O:13][CH2:12]2)[CH2:16]1)=[O:7])([CH3:4])([CH3:3])[CH3:2], predict the reactants needed to synthesize it. The reactants are: [C:1]([O:5][C:6]([NH:8][C:9]1([CH2:18][C:19]([O:21][CH2:22][CH3:23])=[O:20])[CH2:16][CH:15]2[NH:17][CH:11]([CH2:12][O:13][CH2:14]2)[CH2:10]1)=[O:7])([CH3:4])([CH3:3])[CH3:2].Br[CH2:25][C:26]1[NH:31][C:30]([C:32]2[S:33][CH:34]=[CH:35][N:36]=2)=[N:29][C@@H:28]([C:37]2[CH:42]=[CH:41][C:40]([F:43])=[CH:39][C:38]=2[Cl:44])[C:27]=1[C:45]([O:47][CH3:48])=[O:46].CCN(C(C)C)C(C)C.